Dataset: Reaction yield outcomes from USPTO patents with 853,638 reactions. Task: Predict the reaction yield, written as a fraction of the theoretical maximum amount of product (1.0 means a 100% yield; for example, 0.34 means a 34% yield). (1) The catalyst is COCCOC.O.C(OCC)(=O)C.C1C=CC(P(C2C=CC=CC=2)[C-]2C=CC=C2)=CC=1.C1C=CC(P(C2C=CC=CC=2)[C-]2C=CC=C2)=CC=1.Cl[Pd]Cl.[Fe+2].C1C=CC([P]([Pd]([P](C2C=CC=CC=2)(C2C=CC=CC=2)C2C=CC=CC=2)([P](C2C=CC=CC=2)(C2C=CC=CC=2)C2C=CC=CC=2)[P](C2C=CC=CC=2)(C2C=CC=CC=2)C2C=CC=CC=2)(C2C=CC=CC=2)C2C=CC=CC=2)=CC=1. The reactants are [C:1]([O:5][C:6]([N:8]1[CH2:12][CH2:11][CH2:10][CH:9]1[C:13]1[NH:14][C:15]([C:18]2[CH:23]=[CH:22][C:21]([C:24]3[CH:33]=[CH:32][C:31]4[C:26](=[CH:27][CH:28]=[C:29](B5OC(C)(C)C(C)(C)O5)[CH:30]=4)[CH:25]=3)=[CH:20][CH:19]=2)=[CH:16][N:17]=1)=[O:7])([CH3:4])([CH3:3])[CH3:2].[C:43]([O:47][C:48]([N:50]1[CH:55]([C:56]2[NH:60][C:59]3[CH:61]=[C:62](Br)[CH:63]=[CH:64][C:58]=3[N:57]=2)[CH:54]2[CH2:66][CH:51]1[CH2:52][CH2:53]2)=[O:49])([CH3:46])([CH3:45])[CH3:44].C(=O)([O-])[O-].[K+].[K+]. The yield is 0.350. The product is [C:43]([O:47][C:48]([N:50]1[CH:55]([C:56]2[NH:60][C:59]3[CH:61]=[C:62]([C:29]4[CH:28]=[CH:27][C:26]5[C:31](=[CH:32][CH:33]=[C:24]([C:21]6[CH:22]=[CH:23][C:18]([C:15]7[NH:14][C:13]([CH:9]8[CH2:10][CH2:11][CH2:12][N:8]8[C:6]([O:5][C:1]([CH3:4])([CH3:3])[CH3:2])=[O:7])=[N:17][CH:16]=7)=[CH:19][CH:20]=6)[CH:25]=5)[CH:30]=4)[CH:63]=[CH:64][C:58]=3[N:57]=2)[CH:54]2[CH2:66][CH:51]1[CH2:52][CH2:53]2)=[O:49])([CH3:46])([CH3:45])[CH3:44]. (2) The reactants are [C:1]([CH2:9][C:10](OCC)=[O:11])(=O)[C:2]1[CH:7]=[CH:6][CH:5]=[CH:4][CH:3]=1.[CH3:15][O:16][C:17]1[CH:22]=[CH:21][CH:20]=[C:19]([NH2:23])[CH:18]=1.Cl.O1CCOCC1. The catalyst is C1(C)C=CC=CC=1.O. The product is [C:2]1([C:1]2[CH:9]=[C:10]([OH:11])[C:20]3[C:19](=[CH:18][C:17]([O:16][CH3:15])=[CH:22][CH:21]=3)[N:23]=2)[CH:7]=[CH:6][CH:5]=[CH:4][CH:3]=1. The yield is 0.220. (3) The reactants are [OH:1][CH2:2][C@H:3]([NH:8][C:9]1[C:10]2[S:18][C:17](=[O:19])[NH:16][C:11]=2[N:12]=[C:13]([SH:15])[N:14]=1)[CH2:4][CH:5]([CH3:7])[CH3:6].Cl.Cl[CH:22]([C:24]1[CH:29]=[CH:28][CH:27]=[CH:26][N:25]=1)[CH3:23].C(=O)([O-])[O-].[Cs+].[Cs+].O. The catalyst is CN(C=O)C.C(Cl)Cl. The product is [OH:1][CH2:2][C@H:3]([NH:8][C:9]1[C:10]2[S:18][C:17](=[O:19])[NH:16][C:11]=2[N:12]=[C:13]([S:15][CH:22]([C:24]2[CH:29]=[CH:28][CH:27]=[CH:26][N:25]=2)[CH3:23])[N:14]=1)[CH2:4][CH:5]([CH3:7])[CH3:6]. The yield is 0.280. (4) The reactants are CON(C)[C:4]([C@@H:6]1[C@H:10]2[O:11][C:12]([CH3:15])([CH3:14])[O:13][C@H:9]2[C@H:8]([N:16]2[C:20]3[N:21]=[C:22]([N:26]([C:34]([O:36][C:37]([CH3:40])([CH3:39])[CH3:38])=[O:35])[C:27]([O:29][C:30]([CH3:33])([CH3:32])[CH3:31])=[O:28])[N:23]=[C:24]([CH3:25])[C:19]=3[CH:18]=[CH:17]2)[O:7]1)=[O:5].[CH2:42]([Mg]Br)[CH3:43]. The catalyst is C1COCC1. The product is [CH3:14][C:12]1([CH3:15])[O:11][C@@H:10]2[C@@H:6]([C:4](=[O:5])[CH2:42][CH3:43])[O:7][C@@H:8]([N:16]3[C:20]4[N:21]=[C:22]([N:26]([C:34]([O:36][C:37]([CH3:38])([CH3:39])[CH3:40])=[O:35])[C:27]([O:29][C:30]([CH3:32])([CH3:31])[CH3:33])=[O:28])[N:23]=[C:24]([CH3:25])[C:19]=4[CH:18]=[CH:17]3)[C@@H:9]2[O:13]1. The yield is 0.490. (5) The reactants are [Cl:1][O-].[Na+].N1CCCCC1.[OH:10][C:11]1[CH:18]=[C:17]([OH:19])[CH:16]=[CH:15][C:12]=1[CH:13]=[O:14]. The catalyst is S(=O)(=O)(O)O. The product is [Cl:1][C:16]1[C:17]([OH:19])=[CH:18][C:11]([OH:10])=[C:12]([CH:15]=1)[CH:13]=[O:14]. The yield is 1.00. (6) The yield is 1.00. The catalyst is C(OCC)(=O)C.O. The reactants are C(=O)([O-])[O-].[K+].[K+].CN(C=O)C.[N+:12]([C:15]1[CH:20]=[CH:19][CH:18]=[CH:17][C:16]=1[S:21]([NH:24][CH2:25][CH2:26][C:27]1[CH:28]=[N:29][CH:30]=[CH:31][CH:32]=1)(=[O:23])=[O:22])([O-:14])=[O:13].[CH2:33]([N:35]1[C:41](=[O:42])[C:40]([CH3:44])([CH3:43])[C:39](=[O:45])[N:38]([CH3:46])[C:37]2[CH:47]=[C:48]([O:51][CH2:52][CH2:53][CH2:54]I)[CH:49]=[CH:50][C:36]1=2)[CH3:34]. The product is [N+:12]([C:15]1[CH:20]=[CH:19][CH:18]=[CH:17][C:16]=1[S:21]([N:24]([CH2:25][CH2:26][C:27]1[CH:28]=[N:29][CH:30]=[CH:31][CH:32]=1)[CH2:54][CH2:53][CH2:52][O:51][C:48]1[CH:49]=[CH:50][C:36]2[N:35]([CH2:33][CH3:34])[C:41](=[O:42])[C:40]([CH3:44])([CH3:43])[C:39](=[O:45])[N:38]([CH3:46])[C:37]=2[CH:47]=1)(=[O:22])=[O:23])([O-:14])=[O:13]. (7) The catalyst is CC(C)=O.O. The product is [C:22]([CH2:21][O:1][C:2]1[CH:3]=[CH:4][C:5]([C:6]([O:8][CH3:9])=[O:7])=[CH:10][CH:11]=1)#[N:23]. The reactants are [OH:1][C:2]1[CH:11]=[CH:10][C:5]([C:6]([O:8][CH3:9])=[O:7])=[CH:4][CH:3]=1.[I-].[Na+].C(=O)([O-])[O-].[K+].[K+].Cl[CH2:21][C:22]#[N:23].Cl. The yield is 1.00. (8) The reactants are [OH:1][C:2]1[C:7]2[C@@:8]3([OH:45])[C@@:21]([O:25][CH3:26])([C@H:22]([OH:24])[CH2:23][C:6]=2[CH:5]=[C:4]([CH3:46])[C:3]=1[C:47]([O:49][CH3:50])=[O:48])[C:20](=[O:27])[C:19]1[C:10](=[CH:11][C:12]2[C:13](=[O:43])[C:14]([NH:30][C@@H:31]4[C@H:36]([O:37][CH3:38])[C@H:35]([OH:39])[C@@H:34]([O:40][CH3:41])[C@H:33]([CH3:42])[O:32]4)=[CH:15][C:16](=[O:29])[C:17]=2[C:18]=1[OH:28])[C:9]3=[O:44].[C:51](=O)([O-])[O-].[K+].[K+].IC. The yield is 0.480. No catalyst specified. The product is [OH:24][C@H:22]1[C@:21]2([O:25][CH3:26])[C@@:8]([OH:45])([C:9](=[O:44])[C:10]3[C:19]([C:20]2=[O:27])=[C:18]([OH:28])[C:17]2[C:16](=[O:29])[CH:15]=[C:14]([NH:30][C@@H:31]4[C@H:36]([O:37][CH3:38])[C@H:35]([OH:39])[C@@H:34]([O:40][CH3:41])[C@H:33]([CH3:42])[O:32]4)[C:13](=[O:43])[C:12]=2[CH:11]=3)[C:7]2[C:2]([O:1][CH3:51])=[C:3]([C:47]([O:49][CH3:50])=[O:48])[C:4]([CH3:46])=[CH:5][C:6]=2[CH2:23]1. (9) The reactants are [N:1]1([C:7]2[CH:12]=[CH:11][C:10]([NH:13][CH:14]=[C:15]([C:21](OCC)=[O:22])[C:16]([O:18][CH2:19][CH3:20])=[O:17])=[CH:9][CH:8]=2)[CH2:6][CH2:5][O:4][CH2:3][CH2:2]1.CCCCCC. The catalyst is C1(OC2C=CC=CC=2)C=CC=CC=1. The product is [OH:22][C:21]1[C:9]2[C:10](=[CH:11][CH:12]=[C:7]([N:1]3[CH2:6][CH2:5][O:4][CH2:3][CH2:2]3)[CH:8]=2)[N:13]=[CH:14][C:15]=1[C:16]([O:18][CH2:19][CH3:20])=[O:17]. The yield is 0.550. (10) The product is [CH2:19]([C:18]([C:15]1[CH:16]=[CH:17][C:12]([O:11][CH2:10][CH:9]([OH:8])[C:39]([CH3:40])([CH3:42])[CH3:41])=[C:13]([CH3:38])[CH:14]=1)([C:23]1[CH:36]=[CH:35][C:26]([CH2:27][NH:28][CH2:29][CH2:30][S:31]([CH3:34])(=[O:33])=[O:32])=[C:25]([CH3:37])[CH:24]=1)[CH2:21][CH3:22])[CH3:20]. The catalyst is C1COCC1.O. The reactants are [Si]([O:8][CH:9]([C:39]([CH3:42])([CH3:41])[CH3:40])[CH2:10][O:11][C:12]1[CH:17]=[CH:16][C:15]([C:18]([C:23]2[CH:36]=[CH:35][C:26]([CH2:27][NH:28][CH2:29][CH2:30][S:31]([CH3:34])(=[O:33])=[O:32])=[C:25]([CH3:37])[CH:24]=2)([CH2:21][CH3:22])[CH2:19][CH3:20])=[CH:14][C:13]=1[CH3:38])(C(C)(C)C)(C)C.CCCC[N+](CCCC)(CCCC)CCCC.[F-]. The yield is 0.790.